This data is from Catalyst prediction with 721,799 reactions and 888 catalyst types from USPTO. The task is: Predict which catalyst facilitates the given reaction. (1) Reactant: C1([O:7][C:8]2C=CC=CC=2)C=CC=CC=1.[N:14](CCCC)(CCCC)CCCC.[C:27](/[C:29](/[C:36]1[S:37][CH:38]=[CH:39][CH:40]=1)=[CH:30]/C(N=[N+]=[N-])=O)#[N:28].N#N. Product: [O:7]=[C:8]1[C:40]2[CH:39]=[CH:38][S:37][C:36]=2[C:29]([C:27]#[N:28])=[CH:30][NH:14]1. The catalyst class is: 2. (2) Reactant: [C:1]([C:3]1[C:4]([O:28][CH3:29])=[C:5]([CH:10]([OH:27])[CH2:11][N:12]2[CH2:17][CH2:16][N:15]([C:18]([O:20][C:21]([CH3:24])([CH3:23])[CH3:22])=[O:19])[CH2:14][C@H:13]2[CH2:25]O)[CH:6]=[CH:7][C:8]=1[F:9])#[N:2].C(C=P(CCCC)(CCCC)CCCC)#N. Product: [C:1]([C:3]1[C:4]([O:28][CH3:29])=[C:5]([CH:10]2[O:27][CH2:25][C@@H:13]3[CH2:14][N:15]([C:18]([O:20][C:21]([CH3:22])([CH3:24])[CH3:23])=[O:19])[CH2:16][CH2:17][N:12]3[CH2:11]2)[CH:6]=[CH:7][C:8]=1[F:9])#[N:2]. The catalyst class is: 48. (3) The catalyst class is: 4. Reactant: [CH2:1]([OH:6])[CH2:2][C@@H:3]([OH:5])[CH3:4].N1C=CC=CC=1.[C:13](Cl)(=[O:20])[C:14]1[CH:19]=[CH:18][CH:17]=[CH:16][CH:15]=1.[CH3:22][S:23](Cl)(=[O:25])=[O:24].C(N(CC)CC)C. Product: [C:13]([O:6][CH2:1][CH2:2][C@@H:3]([O:5][S:23]([CH3:22])(=[O:25])=[O:24])[CH3:4])(=[O:20])[C:14]1[CH:19]=[CH:18][CH:17]=[CH:16][CH:15]=1. (4) Reactant: [C:1]([Si:3]([CH3:6])([CH3:5])[CH3:4])#[CH:2].CCN(CC)CC.[CH3:14][O:15][C:16]([C:18]1[C:27]2[C:22](=[CH:23][C:24](OS(C(F)(F)F)(=O)=O)=[CH:25][CH:26]=2)[CH:21]=[CH:20][CH:19]=1)=[O:17]. Product: [CH3:14][O:15][C:16]([C:18]1[C:27]2[C:22](=[CH:23][C:24]([C:2]#[C:1][Si:3]([CH3:6])([CH3:5])[CH3:4])=[CH:25][CH:26]=2)[CH:21]=[CH:20][CH:19]=1)=[O:17]. The catalyst class is: 654.